This data is from Forward reaction prediction with 1.9M reactions from USPTO patents (1976-2016). The task is: Predict the product of the given reaction. (1) Given the reactants [F:1][C:2]([F:22])([F:21])[O:3][C:4]1[CH:9]=[CH:8][C:7]([C:10]2[CH:11]=[C:12]3[C:17](=[CH:18][CH:19]=2)[N:16]=[CH:15][NH:14][C:13]3=[O:20])=[CH:6][CH:5]=1.Cl[CH2:24][C:25]1[O:26][CH:27]=[C:28]([C:30]([O:32][CH3:33])=[O:31])[N:29]=1.C(=O)([O-])[O-].[K+].[K+], predict the reaction product. The product is: [O:20]=[C:13]1[C:12]2[C:17](=[CH:18][CH:19]=[C:10]([C:7]3[CH:8]=[CH:9][C:4]([O:3][C:2]([F:1])([F:21])[F:22])=[CH:5][CH:6]=3)[CH:11]=2)[N:16]=[CH:15][N:14]1[CH2:24][C:25]1[O:26][CH:27]=[C:28]([C:30]([O:32][CH3:33])=[O:31])[N:29]=1. (2) Given the reactants [OH:1][C:2]1[CH:23]=[CH:22][C:5]([C:6]([N:8]2[CH2:12][CH2:11][C@@:10]3([C:16]4[CH:17]=[CH:18][CH:19]=[CH:20][C:15]=4[C:14](=[O:21])[O:13]3)[CH2:9]2)=[O:7])=[CH:4][CH:3]=1.[CH2:24](Br)[C:25]1[CH:30]=[CH:29][CH:28]=[CH:27][CH:26]=1.C(=O)([O-])[O-].[K+].[K+], predict the reaction product. The product is: [CH2:24]([O:1][C:2]1[CH:3]=[CH:4][C:5]([C:6]([N:8]2[CH2:12][CH2:11][C@@:10]3([C:16]4[CH:17]=[CH:18][CH:19]=[CH:20][C:15]=4[C:14](=[O:21])[O:13]3)[CH2:9]2)=[O:7])=[CH:22][CH:23]=1)[C:25]1[CH:30]=[CH:29][CH:28]=[CH:27][CH:26]=1. (3) Given the reactants [O:1]1[C:5]2[CH:6]=[CH:7][C:8]([C:10]3[S:11][CH:12]=[C:13]([C:15]([OH:17])=O)[N:14]=3)=[CH:9][C:4]=2[CH2:3][CH2:2]1.[NH2:18][C:19]1[N:23]([CH3:24])[C:22]2[CH:25]=[CH:26][CH:27]=[CH:28][C:21]=2[N:20]=1.F[P-](F)(F)(F)(F)F.N1(OC(N(C)C)=[N+](C)C)C2C=CC=CC=2N=N1.C(N(CC)C(C)C)(C)C, predict the reaction product. The product is: [O:1]1[C:5]2[CH:6]=[CH:7][C:8]([C:10]3[S:11][CH:12]=[C:13]([C:15]([NH:18][C:19]4[N:23]([CH3:24])[C:22]5[CH:25]=[CH:26][CH:27]=[CH:28][C:21]=5[N:20]=4)=[O:17])[N:14]=3)=[CH:9][C:4]=2[CH2:3][CH2:2]1.